From a dataset of Reaction yield outcomes from USPTO patents with 853,638 reactions. Predict the reaction yield, written as a fraction of the theoretical maximum amount of product (1.0 means a 100% yield; for example, 0.34 means a 34% yield). (1) The reactants are [CH3:1][C:2]1[CH:9]=[CH:8][C:7]([C@H:10]2[CH2:15][CH2:14][CH2:13][N:12]([C:16]([C:18]3[S:22][C:21]([C:23]4[CH:28]=[CH:27][C:26]([C:29]([F:32])([F:31])[F:30])=[CH:25][CH:24]=4)=[N:20][C:19]=3[CH3:33])=[O:17])[CH2:11]2)=[CH:6][C:3]=1[C:4]#[N:5].C[Sn]([N:38]=[N+:39]=[N-:40])(C)C. The catalyst is C1(C)C=CC=CC=1.C(OCC)C. The product is [CH3:1][C:2]1[CH:9]=[CH:8][C:7]([CH:10]2[CH2:15][CH2:14][CH2:13][N:12]([C:16]([C:18]3[S:22][C:21]([C:23]4[CH:24]=[CH:25][C:26]([C:29]([F:32])([F:30])[F:31])=[CH:27][CH:28]=4)=[N:20][C:19]=3[CH3:33])=[O:17])[CH2:11]2)=[CH:6][C:3]=1[C:4]1[NH:40][N:39]=[N:38][N:5]=1. The yield is 0.460. (2) The reactants are [Cl:1][C:2]1[CH:3]=[C:4]2[C:9](=[C:10]([Cl:12])[CH:11]=1)[CH:8]=[N:7][C:6]([N:13]=[C:14]=S)=[CH:5]2.C(=O)([O-])[O-].[Cs+].[Cs+].Cl.Cl.[NH2:24][CH2:25][C@@:26]1([OH:34])[CH:31]2[CH2:32][CH2:33][N:28]([CH2:29][CH2:30]2)[CH2:27]1.C(N=C=NC(C)C)(C)C. The catalyst is CN(C=O)C. The product is [Cl:1][C:2]1[CH:3]=[C:4]2[C:9](=[C:10]([Cl:12])[CH:11]=1)[CH:8]=[N:7][C:6]([NH:13][C:14]1[O:34][C@:26]3([CH2:25][N:24]=1)[CH:31]1[CH2:32][CH2:33][N:28]([CH2:29][CH2:30]1)[CH2:27]3)=[CH:5]2. The yield is 0.366. (3) The reactants are Br[C:2]1[C:15]2[C:16]3=[C:17]4[C:12](=[CH:13][CH:14]=2)[CH:11]=[CH:10][CH:9]=[C:8]4[CH:7]=[CH:6][C:5]3=[CH:4][CH:3]=1.[Cl:18][C:19]1[CH:24]=[CH:23][C:22](B(O)O)=[CH:21][CH:20]=1.COCCOC.C(=O)([O-])[O-].[Na+].[Na+]. The catalyst is C([O-])(=O)C.[Pd+2].C([O-])(=O)C.O. The product is [Cl:18][C:19]1[CH:24]=[CH:23][C:22]([C:9]2[C:8]3[C:17]4=[C:16]5[C:5](=[CH:6][CH:7]=3)[CH:4]=[CH:3][CH:2]=[C:15]5[CH:14]=[CH:13][C:12]4=[CH:11][CH:10]=2)=[CH:21][CH:20]=1. The yield is 0.940. (4) The reactants are [Br:1][C:2]1[CH:17]=[C:16]([S:18]([CH2:21][CH3:22])(=[O:20])=[O:19])[CH:15]=[CH:14][C:3]=1[O:4][C:5]1[C:10]([CH3:11])=[CH:9][CH:8]=[CH:7][C:6]=1[CH2:12]Br.[NH:23]1[CH2:27][CH2:26][CH2:25][C:24]1=[O:28].[H-].[Na+]. The catalyst is O1CCCC1. The product is [Br:1][C:2]1[CH:17]=[C:16]([S:18]([CH2:21][CH3:22])(=[O:20])=[O:19])[CH:15]=[CH:14][C:3]=1[O:4][C:5]1[C:10]([CH3:11])=[CH:9][CH:8]=[CH:7][C:6]=1[CH2:12][N:23]1[CH2:27][CH2:26][CH2:25][C:24]1=[O:28]. The yield is 0.495. (5) The reactants are [CH3:1][C:2]1([CH3:20])[C:6]([CH3:8])([CH3:7])[O:5][B:4]([C:9]2[CH:14]=[CH:13][C:12]([CH2:15][C:16]([O:18][CH3:19])=[O:17])=[CH:11][CH:10]=2)[O:3]1.[Li+].[CH3:22]C([N-]C(C)C)C.CI. The catalyst is C1COCC1. The product is [CH3:8][C:6]1([CH3:7])[C:2]([CH3:20])([CH3:1])[O:3][B:4]([C:9]2[CH:14]=[CH:13][C:12]([CH:15]([CH3:22])[C:16]([O:18][CH3:19])=[O:17])=[CH:11][CH:10]=2)[O:5]1. The yield is 0.700. (6) The reactants are [CH:1]1([N:6]2[C:11]3[N:12]=[C:13]([NH:16][C:17]4[CH:22]=[CH:21][C:20]([N:23]5[CH2:28][CH2:27][O:26][CH2:25][CH2:24]5)=[CH:19][N:18]=4)[N:14]=[CH:15][C:10]=3[C:9]([CH3:29])=[C:8]([C:30]([O:32]CC)=[CH2:31])[C:7]2=[O:35])[CH2:5][CH2:4][CH2:3][CH2:2]1.Cl. The catalyst is ClCCl.C(OCC)C.C([O-])(O)=O.[Na+]. The product is [C:30]([C:8]1[C:7](=[O:35])[N:6]([CH:1]2[CH2:5][CH2:4][CH2:3][CH2:2]2)[C:11]2[N:12]=[C:13]([NH:16][C:17]3[CH:22]=[CH:21][C:20]([N:23]4[CH2:24][CH2:25][O:26][CH2:27][CH2:28]4)=[CH:19][N:18]=3)[N:14]=[CH:15][C:10]=2[C:9]=1[CH3:29])(=[O:32])[CH3:31]. The yield is 0.607. (7) The reactants are C[O:2][C:3]([CH:5]1[CH2:10][C:9]([F:14])([CH2:11][CH2:12][CH3:13])CC[N:6]1[C:15](OC(C)(C)C)=O)=[O:4].O.[OH-].[Li+].[CH2:25]1COCC1. The catalyst is O. The product is [F:14][C:9]1([CH2:11][CH2:12][CH2:13][CH3:25])[CH2:15][NH:6][C@H:5]([C:3]([OH:2])=[O:4])[CH2:10]1. The yield is 1.00.